From a dataset of Forward reaction prediction with 1.9M reactions from USPTO patents (1976-2016). Predict the product of the given reaction. (1) Given the reactants [CH3:1][C:2]1[CH:7]=[C:6](O)[CH:5]=[C:4]([CH3:9])[N:3]=1.P(Br)(Br)([Br:12])=O.[OH-].[K+], predict the reaction product. The product is: [Br:12][C:6]1[CH:7]=[C:2]([CH3:1])[N:3]=[C:4]([CH3:9])[CH:5]=1. (2) Given the reactants NC1C=CNN=1.O/[CH:8]=[C:9]1\[C:10](=[O:18])[NH:11][C:12]2[C:17]\1=[CH:16][CH:15]=[CH:14][CH:13]=2.[NH2:19][C:20]1[C:24]([C:25]#[N:26])=[C:23]([S:27][CH3:28])[NH:22][N:21]=1, predict the reaction product. The product is: [CH3:28][S:27][C:23]1[NH:22][N:21]=[C:20]([NH:19][CH:8]=[C:9]2[C:17]3[C:12](=[CH:13][CH:14]=[CH:15][CH:16]=3)[NH:11][C:10]2=[O:18])[C:24]=1[C:25]#[N:26]. (3) Given the reactants Cl[C:2]1[CH:3]=[CH:4][C:5]2[O:14][CH2:13][CH2:12][C:11]3[CH:10]=[C:9]([C:15]4[N:16]([C:20]5[CH:25]=[CH:24][C:23]([F:26])=[CH:22][C:21]=5[F:27])[N:17]=[CH:18][N:19]=4)[S:8][C:7]=3[C:6]=2[N:28]=1.[CH:29]([NH2:32])([CH3:31])[CH3:30].CC(C1C=C(C(C)C)C(C2C=CC=CC=2P(C2CCCCC2)C2CCCCC2)=C(C(C)C)C=1)C.CC(C)([O-])C, predict the reaction product. The product is: [F:27][C:21]1[CH:22]=[C:23]([F:26])[CH:24]=[CH:25][C:20]=1[N:16]1[C:15]([C:9]2[S:8][C:7]3[C:6]4[N:28]=[C:2]([NH:32][CH:29]([CH3:31])[CH3:30])[CH:3]=[CH:4][C:5]=4[O:14][CH2:13][CH2:12][C:11]=3[CH:10]=2)=[N:19][CH:18]=[N:17]1. (4) Given the reactants [N:1]1[CH:6]=[CH:5][CH:4]=[C:3]([C:7]2[CH:11]=[C:10]([C:12]([O:14]CC)=[O:13])[O:9][N:8]=2)[CH:2]=1.O.[OH-].[Na+], predict the reaction product. The product is: [N:1]1[CH:6]=[CH:5][CH:4]=[C:3]([C:7]2[CH:11]=[C:10]([C:12]([OH:14])=[O:13])[O:9][N:8]=2)[CH:2]=1. (5) Given the reactants [F:1][C:2]1[CH:3]=[C:4]([CH:7]=[CH:8][C:9]=1[S:10][CH3:11])[CH:5]=[O:6].[CH:12]([C:14]([CH3:16])=[O:15])=[CH2:13].CCN(CC)CC, predict the reaction product. The product is: [F:1][C:2]1[CH:3]=[C:4]([C:5](=[O:6])[CH2:13][CH2:12][C:14](=[O:15])[CH3:16])[CH:7]=[CH:8][C:9]=1[S:10][CH3:11]. (6) Given the reactants [Cl:1][C:2]1[CH:3]=[C:4]([OH:13])[CH:5]=[C:6]([CH3:12])[C:7]=1[O:8][CH2:9][O:10][CH3:11].C(=O)([O-])[O-].[K+].[K+].[Cl:20][C:21]([Cl:25])=[CH:22][CH2:23]Cl, predict the reaction product. The product is: [Cl:1][C:2]1[CH:3]=[C:4]([O:13][CH2:23][CH:22]=[C:21]([Cl:25])[Cl:20])[CH:5]=[C:6]([CH3:12])[C:7]=1[O:8][CH2:9][O:10][CH3:11].